This data is from HIV replication inhibition screening data with 41,000+ compounds from the AIDS Antiviral Screen. The task is: Binary Classification. Given a drug SMILES string, predict its activity (active/inactive) in a high-throughput screening assay against a specified biological target. (1) The drug is COc1cc2c(cc1OC)C13CCC(O)CC1=CC2(C)O3. The result is 0 (inactive). (2) The molecule is COc1ccc(C=CC(=O)c2nc3ccccc3n2C)cc1. The result is 0 (inactive). (3) The molecule is Oc1cc(OCCCc2ccc(F)cc2)cc2ccc3ccccc3c12. The result is 0 (inactive).